This data is from Catalyst prediction with 721,799 reactions and 888 catalyst types from USPTO. The task is: Predict which catalyst facilitates the given reaction. (1) Reactant: [CH3:1][O:2][C:3]1[CH:21]=[CH:20][C:6]([C:7]([C:9]2[C:18](=[O:19])[C:17]3[C:12](=[CH:13][CH:14]=[CH:15][CH:16]=3)[NH:11][CH:10]=2)=[O:8])=[CH:5][C:4]=1[CH3:22].Br[CH2:24][C:25]1[CH:30]=[CH:29][CH:28]=[C:27]([C:31]([F:34])([F:33])[F:32])[N:26]=1. Product: [CH3:1][O:2][C:3]1[CH:21]=[CH:20][C:6]([C:7]([C:9]2[C:18](=[O:19])[C:17]3[C:12](=[CH:13][CH:14]=[CH:15][CH:16]=3)[N:11]([CH2:24][C:25]3[CH:30]=[CH:29][CH:28]=[C:27]([C:31]([F:33])([F:32])[F:34])[N:26]=3)[CH:10]=2)=[O:8])=[CH:5][C:4]=1[CH3:22]. The catalyst class is: 9. (2) Reactant: C(OC([N:8]1[CH2:13][CH2:12][CH2:11][CH:10]([NH:14][C:15]2[N:23]=[C:22]([NH:24][C:25]3[CH:30]=[CH:29][C:28]([N:31]([CH3:35])[C:32](=[O:34])C)=[CH:27][CH:26]=3)[N:21]=[C:20]3[C:16]=2[N:17]=[CH:18][N:19]3C2CCCCO2)[CH2:9]1)=O)(C)(C)C.[CH3:42][CH2:43]O. Product: [CH3:35][N:31]([C:28]1[CH:29]=[CH:30][C:25]([NH:24][C:22]2[N:21]=[C:20]3[C:16]([N:17]=[CH:18][NH:19]3)=[C:15]([NH:14][CH:10]3[CH2:11][CH2:12][CH2:13][NH:8][CH2:9]3)[N:23]=2)=[CH:26][CH:27]=1)[C:32](=[O:34])[CH2:42][CH3:43]. The catalyst class is: 89. (3) Reactant: [C:1]([Si:5]([O:8][C:9]1[CH:14]=[CH:13][C:12]([CH:15]2[CH2:20][CH2:19][C:18]([C:21]3[CH:26]=[CH:25][C:24]([O:27][CH2:28][O:29][CH3:30])=[CH:23][C:22]=3[O:31][CH2:32][O:33][CH3:34])=[CH:17][CH2:16]2)=[CH:11][CH:10]=1)([CH3:7])[CH3:6])([CH3:4])([CH3:3])[CH3:2]. Product: [C:1]([Si:5]([O:8][C:9]1[CH:10]=[CH:11][C:12]([CH:15]2[CH2:16][CH2:17][CH:18]([C:21]3[CH:26]=[CH:25][C:24]([O:27][CH2:28][O:29][CH3:30])=[CH:23][C:22]=3[O:31][CH2:32][O:33][CH3:34])[CH2:19][CH2:20]2)=[CH:13][CH:14]=1)([CH3:7])[CH3:6])([CH3:4])([CH3:3])[CH3:2]. The catalyst class is: 63. (4) Reactant: Cl.[CH2:2]1[C:7]2([CH2:12][CH2:11][NH:10][CH2:9][CH2:8]2)[CH2:6][CH2:5][N:4]([C:13]([O:15][C:16]([CH3:19])([CH3:18])[CH3:17])=[O:14])[CH2:3]1.CCN(CC)CC.[CH3:27][C:28]1[C:36]([C@@H:37]2[CH2:39][O:38]2)=[CH:35][CH:34]=[C:33]2[C:29]=1[CH2:30][O:31][C:32]2=[O:40]. Product: [OH:38][C@H:37]([C:36]1[C:28]([CH3:27])=[C:29]2[C:33](=[CH:34][CH:35]=1)[C:32](=[O:40])[O:31][CH2:30]2)[CH2:39][N:10]1[CH2:11][CH2:12][C:7]2([CH2:2][CH2:3][N:4]([C:13]([O:15][C:16]([CH3:19])([CH3:18])[CH3:17])=[O:14])[CH2:5][CH2:6]2)[CH2:8][CH2:9]1. The catalyst class is: 8. (5) Reactant: C[C:2]1[S:6][C:5]([CH2:7]Br)=[N:4][C:3]=1[Br:9].[H-].[Na+].[NH:12]1[CH2:16][CH2:15][CH2:14][C:13]1=[O:17]. Product: [Br:9][C:3]1[N:4]=[C:5]([CH2:7][N:12]2[CH2:16][CH2:15][CH2:14][C:13]2=[O:17])[S:6][CH:2]=1. The catalyst class is: 118.